From a dataset of Full USPTO retrosynthesis dataset with 1.9M reactions from patents (1976-2016). Predict the reactants needed to synthesize the given product. (1) Given the product [CH:1]1([CH:6]([OH:10])[C:7]([NH:17][C@H:18]([C:24]([C:18]2([NH2:17])[C:19](=[O:42])[N:20]([C:36]3[CH:37]=[CH:38][CH:39]=[CH:40][CH:41]=3)[C:21]3[CH:35]=[CH:34][CH:33]=[CH:32][C:22]=3[N:23]([C:26]3[CH:31]=[CH:30][CH:29]=[CH:28][CH:27]=3)[C:24]2=[O:25])=[O:25])[CH3:19])=[O:9])[CH2:2][CH2:3][CH2:4][CH2:5]1, predict the reactants needed to synthesize it. The reactants are: [CH:1]1([CH:6]([OH:10])[C:7]([OH:9])=O)[CH2:5][CH2:4][CH2:3][CH2:2]1.Cl.N[C@H](C([NH:17][CH:18]1[C:24](=[O:25])[N:23]([C:26]2[CH:31]=[CH:30][CH:29]=[CH:28][CH:27]=2)[C:22]2[CH:32]=[CH:33][CH:34]=[CH:35][C:21]=2[N:20]([C:36]2[CH:41]=[CH:40][CH:39]=[CH:38][CH:37]=2)[C:19]1=[O:42])=O)C. (2) Given the product [CH3:2][C@@H:3]1[N:9]([CH:27]2[CH2:28][O:25][CH2:26]2)[CH2:8][C:7]2[CH:10]=[CH:11][C:12]([C:14]([O:16][CH3:17])=[O:15])=[CH:13][C:6]=2[O:5][CH2:4]1, predict the reactants needed to synthesize it. The reactants are: Cl.[CH3:2][C@@H:3]1[NH:9][CH2:8][C:7]2[CH:10]=[CH:11][C:12]([C:14]([O:16][CH3:17])=[O:15])=[CH:13][C:6]=2[O:5][CH2:4]1.CCN(CC)CC.[O:25]1[CH2:28][C:27](=O)[CH2:26]1.C(O)(=O)C.[BH-](OC(C)=O)(OC(C)=O)OC(C)=O.[Na+]. (3) Given the product [C:1]([O:5][C:6]([N:8]1[CH2:11][CH2:10][C@H:9]1[CH2:12][O:13][C:14]1[CH:15]=[C:16]([CH2:20][CH2:21][C:22]2[CH:23]=[C:24]([CH2:28][NH:29][S:38]([CH3:37])(=[O:40])=[O:39])[CH:25]=[CH:26][CH:27]=2)[CH:17]=[N:18][CH:19]=1)=[O:7])([CH3:4])([CH3:2])[CH3:3], predict the reactants needed to synthesize it. The reactants are: [C:1]([O:5][C:6]([N:8]1[CH2:11][CH2:10][C@H:9]1[CH2:12][O:13][C:14]1[CH:15]=[C:16]([CH2:20][CH2:21][C:22]2[CH:23]=[C:24]([CH2:28][NH2:29])[CH:25]=[CH:26][CH:27]=2)[CH:17]=[N:18][CH:19]=1)=[O:7])([CH3:4])([CH3:3])[CH3:2].C(N(CC)CC)C.[CH3:37][S:38](Cl)(=[O:40])=[O:39].N(CCO)CCO. (4) The reactants are: [Cl:1][C:2]1[CH:3]=[N:4][CH:5]=[C:6]([Cl:23])[C:7]=1[CH2:8][CH2:9][C:10]1[C:11]2[N:12]([N:18]=[C:19]([C:21]#[N:22])[CH:20]=2)[C:13]([O:16][CH3:17])=[CH:14][CH:15]=1.C1C=C(Cl)C=C(C(OO)=[O:32])C=1.C(=O)([O-])O.[Na+]. Given the product [Cl:23][C:6]1[CH:5]=[N+:4]([O-:32])[CH:3]=[C:2]([Cl:1])[C:7]=1[CH2:8][CH2:9][C:10]1[C:11]2[N:12]([N:18]=[C:19]([C:21]#[N:22])[CH:20]=2)[C:13]([O:16][CH3:17])=[CH:14][CH:15]=1, predict the reactants needed to synthesize it.